This data is from Forward reaction prediction with 1.9M reactions from USPTO patents (1976-2016). The task is: Predict the product of the given reaction. (1) Given the reactants [F:1][C:2]1[CH:3]=[C:4]([C:9]2[C:13]3[CH2:14]N(C(OC(C)(C)C)=O)C[CH2:17][C:12]=3[NH:11][N:10]=2)[CH:5]=[CH:6][C:7]=1[F:8].O1CCC[C:27](=[O:31])C1.[F:32]C1C=C(F)C(F)=CC=1C(Cl)=O, predict the reaction product. The product is: [F:32][C:5]1[CH:6]=[C:7]([F:8])[C:2]([F:1])=[CH:3][C:4]=1[C:9]1[C:13]2[CH2:14][CH2:27][O:31][CH2:17][C:12]=2[NH:11][N:10]=1. (2) Given the reactants [Cl:1][C:2]1[CH:3]=[C:4]([CH:12]([CH2:19][CH:20]2[CH2:25][CH2:24][O:23][CH2:22][CH2:21]2)[C:13](N(OC)C)=[O:14])[CH:5]=[CH:6][C:7]=1[S:8]([CH3:11])(=[O:10])=[O:9].[CH:26]([Mg]Br)=[CH2:27].Cl, predict the reaction product. The product is: [Cl:1][C:2]1[CH:3]=[C:4]([CH:12]([CH2:19][CH:20]2[CH2:21][CH2:22][O:23][CH2:24][CH2:25]2)[C:13](=[O:14])[CH:26]=[CH2:27])[CH:5]=[CH:6][C:7]=1[S:8]([CH3:11])(=[O:9])=[O:10]. (3) Given the reactants C([O:3][C:4](=[O:32])[CH:5]=[C:6]([C:8]1[S:12][C:11]2[C:13]([C:17]3[CH:22]=[C:21]([CH:23]([CH3:25])[CH3:24])[CH:20]=[C:19]([CH:26]([CH3:28])[CH3:27])[C:18]=3[O:29][CH2:30][CH3:31])=[CH:14][CH:15]=[CH:16][C:10]=2[CH:9]=1)[CH3:7])C.C1COCC1.[Li+].[OH-], predict the reaction product. The product is: [CH2:30]([O:29][C:18]1[C:19]([CH:26]([CH3:28])[CH3:27])=[CH:20][C:21]([CH:23]([CH3:24])[CH3:25])=[CH:22][C:17]=1[C:13]1[C:11]2[S:12][C:8]([C:6]([CH3:7])=[CH:5][C:4]([OH:32])=[O:3])=[CH:9][C:10]=2[CH:16]=[CH:15][CH:14]=1)[CH3:31]. (4) Given the reactants [H-].[Na+].[CH:3]1([CH2:6][N:7]2[CH2:27][CH2:26][C@@:14]34[C:15]5[C:16]([OH:25])=[C:17]([C:22]([NH2:24])=[O:23])[CH:18]=[CH:19][C:20]=5[CH2:21][C@@H:8]2[C@:9]3([OH:29])[CH2:10][CH2:11][C:12](=O)[CH2:13]4)[CH2:5][CH2:4]1.Cl.[CH3:31]CCCCC, predict the reaction product. The product is: [CH:3]1([CH2:6][N:7]2[CH2:27][CH2:26][C@@:14]34[C:15]5[C:16]([OH:25])=[C:17]([C:22]([NH2:24])=[O:23])[CH:18]=[CH:19][C:20]=5[CH2:21][C@@H:8]2[C@:9]3([OH:29])[CH2:10][CH2:11][C:12](=[CH2:31])[CH2:13]4)[CH2:5][CH2:4]1. (5) Given the reactants [F:1][C:2]1[CH:3]=[C:4]([N:18]2[C:22]3=[N:23][CH:24]=[CH:25][CH:26]=[C:21]3[C:20]([C:27]([O:29]C)=O)=[N:19]2)[CH:5]=[C:6]([C:8]#[C:9][C@:10]2([OH:17])[CH2:14][CH2:13][N:12]([CH3:15])[C:11]2=[O:16])[CH:7]=1.[NH3:31], predict the reaction product. The product is: [F:1][C:2]1[CH:3]=[C:4]([N:18]2[C:22]3=[N:23][CH:24]=[CH:25][CH:26]=[C:21]3[C:20]([C:27]([NH2:31])=[O:29])=[N:19]2)[CH:5]=[C:6]([C:8]#[C:9][C@:10]2([OH:17])[CH2:14][CH2:13][N:12]([CH3:15])[C:11]2=[O:16])[CH:7]=1. (6) Given the reactants C(N(C(C)C)CC)(C)C.[CH:10]([C:13]1[N:17]2[CH:18]=[C:19]([O:22][C@H:23]3[C:32]4[C:27](=[CH:28][CH:29]=[CH:30][CH:31]=4)[C@@H:26]([NH2:33])[CH2:25][CH2:24]3)[CH:20]=[CH:21][C:16]2=[N:15][N:14]=1)([CH3:12])[CH3:11].ClC(Cl)(Cl)C[O:37][C:38](=O)[NH:39][C:40]1[N:41]([C:49]2[CH:54]=[CH:53][CH:52]=[C:51]([O:55][CH2:56][CH2:57][N:58]([CH3:60])[CH3:59])[CH:50]=2)[N:42]=[C:43]([C:45]([CH3:48])([CH3:47])[CH3:46])[CH:44]=1, predict the reaction product. The product is: [C:45]([C:43]1[CH:44]=[C:40]([NH:39][C:38]([NH:33][C@@H:26]2[C:27]3[C:32](=[CH:31][CH:30]=[CH:29][CH:28]=3)[C@H:23]([O:22][C:19]3[CH:20]=[CH:21][C:16]4[N:17]([C:13]([CH:10]([CH3:12])[CH3:11])=[N:14][N:15]=4)[CH:18]=3)[CH2:24][CH2:25]2)=[O:37])[N:41]([C:49]2[CH:54]=[CH:53][CH:52]=[C:51]([O:55][CH2:56][CH2:57][N:58]([CH3:59])[CH3:60])[CH:50]=2)[N:42]=1)([CH3:48])([CH3:46])[CH3:47]. (7) Given the reactants [O:1]=[C:2]1[O:6][C@H:5]([C:7]([OH:9])=O)[CH2:4][CH2:3]1.CN(C(ON1N=NC2C=CC=NC1=2)=[N+](C)C)C.F[P-](F)(F)(F)(F)F.CCN(C(C)C)C(C)C.[C:43]([O:47][C:48](=[O:51])[CH2:49][NH2:50])([CH3:46])([CH3:45])[CH3:44], predict the reaction product. The product is: [O:1]=[C:2]1[O:6][C@H:5]([C:7]([NH:50][CH2:49][C:48]([O:47][C:43]([CH3:46])([CH3:45])[CH3:44])=[O:51])=[O:9])[CH2:4][CH2:3]1. (8) Given the reactants [O:1]=[C:2]1[C:10]2[C:9]([C:11](N)=[O:12])=[CH:8][CH:7]=[CH:6][C:5]=2[CH2:4][NH:3]1.[OH-].[Li+].C1C[O:19]CC1.CO, predict the reaction product. The product is: [O:1]=[C:2]1[C:10]2[C:9]([C:11]([OH:12])=[O:19])=[CH:8][CH:7]=[CH:6][C:5]=2[CH2:4][NH:3]1. (9) Given the reactants [CH2:1]([NH:3][C:4]1[C:8]2[CH:9]=[N:10][C:11]([NH:13][C:14]([NH:16][C@@H:17]([C:19]3[CH:24]=[CH:23][CH:22]=[CH:21][CH:20]=3)[CH3:18])=[O:15])=[CH:12][C:7]=2[NH:6][N:5]=1)[CH3:2].[F:25][C:26]([F:31])([F:30])S([O-])=O.[Na+].ClCCCl.C(OO)(C)(C)C, predict the reaction product. The product is: [CH2:1]([NH:3][C:4]1[C:8]2[CH:9]=[N:10][C:11]([NH:13][C:14]([NH:16][C@@H:17]([C:19]3[CH:20]=[CH:21][CH:22]=[CH:23][CH:24]=3)[CH3:18])=[O:15])=[C:12]([C:26]([F:31])([F:30])[F:25])[C:7]=2[NH:6][N:5]=1)[CH3:2]. (10) Given the reactants C(N(S(F)(F)[F:7])CC)C.[CH:10]1([N:13]([CH:27]2[CH2:32][CH2:31][N:30]([CH2:33][C:34](O)([CH3:36])[CH3:35])[CH2:29][CH2:28]2)[C:14](=[O:26])[C:15]2[CH:20]=[CH:19][C:18]([C:21]3[O:25][CH:24]=[N:23][CH:22]=3)=[CH:17][CH:16]=2)[CH2:12][CH2:11]1.C([O-])(O)=O.[Na+], predict the reaction product. The product is: [CH:10]1([N:13]([CH:27]2[CH2:32][CH2:31][N:30]([CH2:33][C:34]([F:7])([CH3:36])[CH3:35])[CH2:29][CH2:28]2)[C:14](=[O:26])[C:15]2[CH:20]=[CH:19][C:18]([C:21]3[O:25][CH:24]=[N:23][CH:22]=3)=[CH:17][CH:16]=2)[CH2:12][CH2:11]1.